Dataset: Peptide-MHC class I binding affinity with 185,985 pairs from IEDB/IMGT. Task: Regression. Given a peptide amino acid sequence and an MHC pseudo amino acid sequence, predict their binding affinity value. This is MHC class I binding data. The peptide sequence is EVQLVESGGGL. The MHC is HLA-A68:02 with pseudo-sequence HLA-A68:02. The binding affinity (normalized) is 0.543.